Dataset: Forward reaction prediction with 1.9M reactions from USPTO patents (1976-2016). Task: Predict the product of the given reaction. (1) Given the reactants [C-]#N.[K+].[F:4][C:5]([F:17])([F:16])[C:6](=[O:15])[CH2:7][CH2:8][C:9]1[CH:14]=[CH:13][CH:12]=[CH:11][CH:10]=1.S(=O)(=O)(O)O.[C:23](=O)(O)[O-:24].[Na+].CC(C[AlH]CC(C)C)C, predict the reaction product. The product is: [OH:15][C:6]([C:5]([F:16])([F:17])[F:4])([CH2:7][CH2:8][C:9]1[CH:10]=[CH:11][CH:12]=[CH:13][CH:14]=1)[CH:23]=[O:24]. (2) Given the reactants [Br:1][C:2]1[CH:3]=[C:4]([SH:8])[CH:5]=[CH:6][CH:7]=1.C(=O)([O-])[O-].[Cs+].[Cs+].[F:15][C:16]1[CH:23]=[CH:22][C:19]([CH2:20]Br)=[CH:18][CH:17]=1, predict the reaction product. The product is: [Br:1][C:2]1[CH:3]=[C:4]([S:8][CH2:20][C:19]2[CH:22]=[CH:23][C:16]([F:15])=[CH:17][CH:18]=2)[CH:5]=[CH:6][CH:7]=1.